This data is from Reaction yield outcomes from USPTO patents with 853,638 reactions. The task is: Predict the reaction yield, written as a fraction of the theoretical maximum amount of product (1.0 means a 100% yield; for example, 0.34 means a 34% yield). (1) The reactants are [CH2:1]([O:3][P:4]([CH:6]([NH:10][C:11]([O:13][CH2:14][C:15]1[CH:20]=[CH:19][CH:18]=[CH:17][CH:16]=1)=[O:12])[CH:7]([CH3:9])[CH3:8])[OH:5])[CH3:2].CCN(C(C)C)C(C)C.[CH3:30][O:31][C:32](=[O:50])[C:33]([C:35]1[CH:40]=[CH:39][CH:38]=[C:37]([CH2:41][NH:42][C:43]([O:45][C:46]([CH3:49])([CH3:48])[CH3:47])=[O:44])[CH:36]=1)=[CH2:34]. The catalyst is C(Cl)Cl. The product is [CH3:30][O:31][C:32](=[O:50])[CH:33]([C:35]1[CH:40]=[CH:39][CH:38]=[C:37]([CH2:41][NH:42][C:43]([O:45][C:46]([CH3:49])([CH3:48])[CH3:47])=[O:44])[CH:36]=1)[CH2:34][P:4]([CH:6]([NH:10][C:11]([O:13][CH2:14][C:15]1[CH:16]=[CH:17][CH:18]=[CH:19][CH:20]=1)=[O:12])[CH:7]([CH3:9])[CH3:8])([O:3][CH2:1][CH3:2])=[O:5]. The yield is 0.810. (2) The reactants are [Cl:1][C:2]1[CH:15]=[C:14]([C:16]2[CH2:21][CH2:20][C:19](=[O:22])[NH:18][N:17]=2)[CH:13]=[CH:12][C:3]=1[O:4][CH2:5][CH2:6][CH2:7][O:8]C(=O)C.O.[OH-].[Li+].Cl. The catalyst is O1CCOCC1. The product is [Cl:1][C:2]1[CH:15]=[C:14]([C:16]2[CH2:21][CH2:20][C:19](=[O:22])[NH:18][N:17]=2)[CH:13]=[CH:12][C:3]=1[O:4][CH2:5][CH2:6][CH2:7][OH:8]. The yield is 0.900. (3) The reactants are [NH2:1][C:2]1[C:11]2[C:6](=[CH:7][CH:8]=[CH:9][C:10]=2[O:12][CH2:13][CH:14]2[CH2:18][CH2:17][CH2:16][CH2:15]2)[N:5]=[C:4]([CH3:19])[C:3]=1[C:20]([O:22]CC)=[O:21].[OH-].[Na+]. The catalyst is CCO. The product is [NH2:1][C:2]1[C:11]2[C:6](=[CH:7][CH:8]=[CH:9][C:10]=2[O:12][CH2:13][CH:14]2[CH2:18][CH2:17][CH2:16][CH2:15]2)[N:5]=[C:4]([CH3:19])[C:3]=1[C:20]([OH:22])=[O:21]. The yield is 0.490. (4) The reactants are C([Li])CCC.[CH2:6]([O:8][C:9]#[CH:10])[CH3:7].[CH2:11]([Sn:15](Cl)([CH2:20][CH2:21][CH2:22][CH3:23])[CH2:16][CH2:17][CH2:18][CH3:19])[CH2:12][CH2:13][CH3:14]. The catalyst is C(OCC)C. The product is [CH2:20]([Sn:15]([CH2:11][CH2:12][CH2:13][CH3:14])([CH2:16][CH2:17][CH2:18][CH3:19])[C:10]#[C:9][O:8][CH2:6][CH3:7])[CH2:21][CH2:22][CH3:23]. The yield is 1.00. (5) The reactants are [Cl:1][C:2]1[CH:3]=[C:4]([NH:17][C:18]2[N:22]=[C:21]([NH2:23])[NH:20][N:19]=2)[CH:5]=[C:6]([Cl:16])[C:7]=1[C:8]1[CH:13]=[CH:12][N:11]=[C:10]([O:14]C)[CH:9]=1.Br. The catalyst is CC(O)=O. The product is [NH2:23][C:21]1[NH:20][N:19]=[C:18]([NH:17][C:4]2[CH:3]=[C:2]([Cl:1])[C:7]([C:8]3[CH:13]=[CH:12][NH:11][C:10](=[O:14])[CH:9]=3)=[C:6]([Cl:16])[CH:5]=2)[N:22]=1. The yield is 0.530.